From a dataset of Full USPTO retrosynthesis dataset with 1.9M reactions from patents (1976-2016). Predict the reactants needed to synthesize the given product. (1) Given the product [CH3:22][O:21][C:18]1[CH:19]=[C:20]2[C:15](=[CH:16][C:17]=1[O:23][CH2:24][CH2:25][O:26][CH3:27])[N:14]=[CH:13][N:12]=[C:11]2[NH:10][C:6]1[C:7](=[O:9])[CH:8]=[C:2]([N:28]2[CH2:33][CH2:32][CH:31]([C:34]([OH:36])=[O:35])[CH2:30][CH2:29]2)[C:3](=[O:4])[CH:5]=1, predict the reactants needed to synthesize it. The reactants are: Cl[C:2]1[C:3]([CH:5]=[C:6]([NH:10][C:11]2[C:20]3[C:15](=[CH:16][C:17]([O:23][CH2:24][CH2:25][O:26][CH3:27])=[C:18]([O:21][CH3:22])[CH:19]=3)[N:14]=[CH:13][N:12]=2)[C:7](=[O:9])[CH:8]=1)=[O:4].[NH:28]1[CH2:33][CH2:32][CH:31]([C:34]([OH:36])=[O:35])[CH2:30][CH2:29]1. (2) Given the product [CH2:21]([S:18]([C:15]1([C:4]2[CH:5]=[C:6]([N:8]3[CH2:13][CH2:12][O:11][CH2:10][C@H:9]3[CH3:14])[N:7]=[C:2]([C:33]3[CH:34]=[CH:35][CH:36]=[C:37]4[C:32]=3[CH:31]=[CH:30][NH:29]4)[N:3]=2)[CH2:17][CH2:16]1)(=[O:20])=[O:19])[CH3:22], predict the reactants needed to synthesize it. The reactants are: Cl[C:2]1[N:7]=[C:6]([N:8]2[CH2:13][CH2:12][O:11][CH2:10][C@H:9]2[CH3:14])[CH:5]=[C:4]([C:15]2([S:18]([CH2:21][CH3:22])(=[O:20])=[O:19])[CH2:17][CH2:16]2)[N:3]=1.C(=O)([O-])[O-].[Na+].[Na+].[NH:29]1[C:37]2[C:32](=[C:33](B(O)O)[CH:34]=[CH:35][CH:36]=2)[CH:31]=[CH:30]1. (3) Given the product [F:1][C:2]1[CH:3]=[C:4]2[C:10]([I:11])=[N:9][N:8]([CH2:15][C:14]3[CH:17]=[CH:18][CH:19]=[CH:20][C:13]=3[F:12])[C:5]2=[N:6][CH:7]=1, predict the reactants needed to synthesize it. The reactants are: [F:1][C:2]1[CH:3]=[C:4]2[C:10]([I:11])=[N:9][NH:8][C:5]2=[N:6][CH:7]=1.[F:12][C:13]1[CH:20]=[CH:19][CH:18]=[CH:17][C:14]=1[CH2:15]Br.C(=O)([O-])[O-].[Cs+].[Cs+].O. (4) Given the product [OH:12][C@H:9]1[CH2:10][C:11]2[C:20]([NH:19][C:18](=[O:26])[C:17]3[CH:16]=[CH:41][CH:40]=[CH:39][C:38]=3[C:37]([F:48])([F:47])[F:36])=[CH:3][CH:4]=[CH:5][C:6]=2[CH2:7][CH2:8]1, predict the reactants needed to synthesize it. The reactants are: NC1[CH:3]=[CH:4][CH:5]=[C:6]2[C:11]=1[CH2:10][C@H:9]([OH:12])[CH2:8][CH2:7]2.Cl.CN(C)[CH2:16][CH2:17][CH2:18][N:19]=[C:20]=NCC.O.[OH:26]N1C2C=CC=CC=2N=N1.[F:36][C:37]([F:48])([F:47])[C:38]1C=C[C:41](C(O)=O)=[CH:40][CH:39]=1. (5) Given the product [CH3:36][O:35][C:33](=[O:34])[CH2:32][CH:28]([N:21]1[C:22]2[CH:27]=[CH:26][CH:25]=[CH:24][C:23]=2[N:19]([CH2:18][C:12]2[CH:13]=[C:14]([Br:17])[CH:15]=[C:16]3[C:11]=2[CH2:10][C:9](=[O:38])[NH:8]3)[C:20]1=[O:37])[CH2:29][CH2:30][CH3:31], predict the reactants needed to synthesize it. The reactants are: C(OC([N:8]1[C:16]2[C:11](=[C:12]([CH2:18][N:19]3[C:23]4[CH:24]=[CH:25][CH:26]=[CH:27][C:22]=4[N:21]([CH:28]([CH2:32][C:33]([O:35][CH3:36])=[O:34])[CH2:29][CH2:30][CH3:31])[C:20]3=[O:37])[CH:13]=[C:14]([Br:17])[CH:15]=2)[CH:10]=[C:9]1[O:38]C(OC(C)(C)C)=O)=O)(C)(C)C.FC(F)(F)C(O)=O. (6) Given the product [NH2:21][C:25]1[CH:8]([CH3:2])[CH2:7][N:6]([C:9]([O:11][C:12]([CH3:13])([CH3:14])[CH3:15])=[O:10])[CH2:5][CH2:4][C:43]=1[C:44]([O:45][CH2:46][CH3:42])=[O:33], predict the reactants needed to synthesize it. The reactants are: O[C:2]1[CH2:8][CH2:7][N:6]([C:9]([O:11][C:12]([CH3:15])([CH3:14])[CH3:13])=[O:10])[CH2:5][CH2:4]C=1C(OCC)=O.[N:21]([Li])([CH:25](C)C)C(C)C.CN(P(N(C)C)(N(C)C)=[O:33])C.CI.[CH2:42]1[CH2:46][O:45][CH2:44][CH2:43]1. (7) Given the product [CH3:1][S:2]([O:5][CH2:6][C@@H:7]1[CH2:11][CH2:10][CH2:9][C@H:8]1[CH2:12][N:18]=[N+:19]=[N-:20])(=[O:4])=[O:3], predict the reactants needed to synthesize it. The reactants are: [CH3:1][S:2]([O:5][CH2:6][C@@H:7]1[CH2:11][CH2:10][CH2:9][C@H:8]1[CH2:12]OS(C)(=O)=O)(=[O:4])=[O:3].[N-:18]=[N+:19]=[N-:20].[Na+].